This data is from Forward reaction prediction with 1.9M reactions from USPTO patents (1976-2016). The task is: Predict the product of the given reaction. (1) Given the reactants [CH2:1]([O:3][C:4](=[O:37])[CH2:5][CH2:6][CH2:7][O:8][C:9]1[CH:14]=[CH:13][CH:12]=[C:11]([CH2:15][CH2:16][CH2:17][CH2:18][CH2:19][CH2:20][O:21][C:22]2[CH:27]=[C:26]([OH:28])[CH:25]=[C:24]([Br:29])[CH:23]=2)[C:10]=1[CH2:30][CH2:31][C:32]([O:34][CH2:35][CH3:36])=[O:33])[CH3:2].I[CH2:39][CH:40]1[CH2:44][CH2:43][CH2:42][CH2:41]1.C(=O)([O-])[O-].[K+].[K+], predict the reaction product. The product is: [CH2:1]([O:3][C:4](=[O:37])[CH2:5][CH2:6][CH2:7][O:8][C:9]1[CH:14]=[CH:13][CH:12]=[C:11]([CH2:15][CH2:16][CH2:17][CH2:18][CH2:19][CH2:20][O:21][C:22]2[CH:27]=[C:26]([O:28][CH2:39][CH:40]3[CH2:44][CH2:43][CH2:42][CH2:41]3)[CH:25]=[C:24]([Br:29])[CH:23]=2)[C:10]=1[CH2:30][CH2:31][C:32]([O:34][CH2:35][CH3:36])=[O:33])[CH3:2]. (2) Given the reactants [Cl:1][C:2]1[CH:7]=[C:6](F)[CH:5]=[CH:4][C:3]=1[S:9]([C:12]1[CH:17]=[CH:16][C:15]([C:18]([OH:24])([CH3:23])[C:19]([F:22])([F:21])[F:20])=[CH:14][CH:13]=1)(=[O:11])=[O:10].[NH:25]1[CH2:29][CH2:28][CH2:27][CH2:26]1, predict the reaction product. The product is: [Cl:1][C:2]1[CH:7]=[C:6]([N:25]2[CH2:29][CH2:28][CH2:27][CH2:26]2)[CH:5]=[CH:4][C:3]=1[S:9]([C:12]1[CH:17]=[CH:16][C:15]([C:18]([OH:24])([CH3:23])[C:19]([F:22])([F:21])[F:20])=[CH:14][CH:13]=1)(=[O:11])=[O:10]. (3) Given the reactants [CH2:1]([O:8][C:9](=[O:24])[NH:10][C@H:11]1[CH2:14][N:13](C2C=CC(OC)=CC=2)[C:12]1=[O:23])[C:2]1[CH:7]=[CH:6][CH:5]=[CH:4][CH:3]=1.O=[N+]([O-])[O-].[O-][N+](=O)[O-].[O-][N+](=O)[O-].[O-][N+](=O)[O-].[O-][N+](=O)[O-].[O-][N+](=O)[O-].[Ce+4].[NH4+].[NH4+].C([O-])(O)=O.[Na+].CCOC(C)=O, predict the reaction product. The product is: [CH2:1]([O:8][C:9](=[O:24])[NH:10][C@H:11]1[CH2:14][NH:13][C:12]1=[O:23])[C:2]1[CH:3]=[CH:4][CH:5]=[CH:6][CH:7]=1. (4) Given the reactants Cl.[C:2]1([CH:8]([C:20]2[CH:25]=[CH:24][CH:23]=[CH:22][CH:21]=2)[N:9]2[CH2:14][CH2:13][CH:12]([CH2:15][CH2:16][CH2:17][CH2:18]O)[CH2:11][CH2:10]2)[CH:7]=[CH:6][CH:5]=[CH:4][CH:3]=1.CS(Cl)(=O)=O.C1([CH:37](C2C=CC=CC=2)[N:38]2CCC(CCCCOS(C)(=O)=O)CC2)C=CC=CC=1.[C-]#N.[Na+], predict the reaction product. The product is: [C:2]1([CH:8]([C:20]2[CH:25]=[CH:24][CH:23]=[CH:22][CH:21]=2)[N:9]2[CH2:14][CH2:13][CH:12]([CH2:15][CH2:16][CH2:17][CH2:18][C:37]#[N:38])[CH2:11][CH2:10]2)[CH:7]=[CH:6][CH:5]=[CH:4][CH:3]=1. (5) Given the reactants CN(C)/[CH:3]=[CH:4]/[C:5]1[CH:14]=[CH:13][C:8]([C:9]([O:11][CH3:12])=[O:10])=[CH:7][C:6]=1[N+:15]([O-])=O.[H][H], predict the reaction product. The product is: [NH:15]1[C:6]2[C:5](=[CH:14][CH:13]=[C:8]([C:9]([O:11][CH3:12])=[O:10])[CH:7]=2)[CH:4]=[CH:3]1. (6) Given the reactants [CH2:1](O)[C:2]1[CH:7]=[CH:6][CH:5]=[CH:4][CH:3]=1.[Na].[N:10]12[CH2:17][CH2:16][CH:13]([CH2:14][CH2:15]1)[C@@H:12]([OH:18])[CH2:11]2.C([O:26][C:27]([N:29]1[CH2:38][CH2:37][C:36]2[C:31](=[CH:32][CH:33]=[CH:34][CH:35]=2)[C@@H:30]1[C:39]1[CH:44]=[CH:43][CH:42]=[CH:41][CH:40]=1)=O)C1C=CC=CC=1, predict the reaction product. The product is: [CH2:1]([CH:11]1[CH:12]([O:18][C:27]([N:29]2[CH2:38][CH2:37][C:36]3[C:31](=[CH:32][CH:33]=[CH:34][CH:35]=3)[CH:30]2[C:39]2[CH:44]=[CH:43][CH:42]=[CH:41][CH:40]=2)=[O:26])[CH:13]2[CH2:16][CH2:17][N:10]1[CH2:15][CH2:14]2)[C:2]1[CH:7]=[CH:6][CH:5]=[CH:4][CH:3]=1.